From a dataset of NCI-60 drug combinations with 297,098 pairs across 59 cell lines. Regression. Given two drug SMILES strings and cell line genomic features, predict the synergy score measuring deviation from expected non-interaction effect. (1) Drug 1: CC1C(C(CC(O1)OC2CC(CC3=C2C(=C4C(=C3O)C(=O)C5=C(C4=O)C(=CC=C5)OC)O)(C(=O)C)O)N)O.Cl. Drug 2: CC1=C(N=C(N=C1N)C(CC(=O)N)NCC(C(=O)N)N)C(=O)NC(C(C2=CN=CN2)OC3C(C(C(C(O3)CO)O)O)OC4C(C(C(C(O4)CO)O)OC(=O)N)O)C(=O)NC(C)C(C(C)C(=O)NC(C(C)O)C(=O)NCCC5=NC(=CS5)C6=NC(=CS6)C(=O)NCCC[S+](C)C)O. Cell line: HOP-92. Synergy scores: CSS=43.6, Synergy_ZIP=0.746, Synergy_Bliss=6.04, Synergy_Loewe=6.47, Synergy_HSA=9.39. (2) Drug 1: C1=CC(=CC=C1C#N)C(C2=CC=C(C=C2)C#N)N3C=NC=N3. Drug 2: C1=NC2=C(N1)C(=S)N=CN2. Cell line: HL-60(TB). Synergy scores: CSS=42.7, Synergy_ZIP=-0.305, Synergy_Bliss=-0.100, Synergy_Loewe=-3.68, Synergy_HSA=0.00000100. (3) Drug 1: CC1=C(C(CCC1)(C)C)C=CC(=CC=CC(=CC(=O)O)C)C. Drug 2: CS(=O)(=O)OCCCCOS(=O)(=O)C. Cell line: BT-549. Synergy scores: CSS=1.57, Synergy_ZIP=-0.0672, Synergy_Bliss=1.74, Synergy_Loewe=-4.50, Synergy_HSA=-3.23.